This data is from Peptide-MHC class II binding affinity with 134,281 pairs from IEDB. The task is: Regression. Given a peptide amino acid sequence and an MHC pseudo amino acid sequence, predict their binding affinity value. This is MHC class II binding data. (1) The MHC is DRB1_1001 with pseudo-sequence DRB1_1001. The peptide sequence is NDKFTVFEGAFNKAI. The binding affinity (normalized) is 0.959. (2) The peptide sequence is AIKAGTGGAYESYKF. The MHC is DRB1_1101 with pseudo-sequence DRB1_1101. The binding affinity (normalized) is 0.159. (3) The binding affinity (normalized) is 0.445. The peptide sequence is IVEFAKLAKQFEERDAVLLG. The MHC is HLA-DQA10103-DQB10603 with pseudo-sequence HLA-DQA10103-DQB10603. (4) The peptide sequence is RDGHEKPMNVQSLGW. The MHC is HLA-DQA10201-DQB10402 with pseudo-sequence HLA-DQA10201-DQB10402. The binding affinity (normalized) is 0.294. (5) The peptide sequence is AAATHGTTVYGAFAA. The MHC is HLA-DQA10102-DQB10602 with pseudo-sequence HLA-DQA10102-DQB10602. The binding affinity (normalized) is 0.773. (6) The peptide sequence is YDKFLANVSTGLTGK. The MHC is DRB1_0701 with pseudo-sequence DRB1_0701. The binding affinity (normalized) is 0.666. (7) The peptide sequence is IARFKMFPEVKEK. The MHC is DRB1_0401 with pseudo-sequence DRB1_0401. The binding affinity (normalized) is 0.304. (8) The peptide sequence is EKKYIAATQFEPLAA. The MHC is HLA-DQA10501-DQB10201 with pseudo-sequence HLA-DQA10501-DQB10201. The binding affinity (normalized) is 0.462.